From a dataset of Full USPTO retrosynthesis dataset with 1.9M reactions from patents (1976-2016). Predict the reactants needed to synthesize the given product. (1) Given the product [C:1]([NH:22][C@@H:23]([CH2:28][CH2:29][CH2:30][CH2:31][NH:32][C:33](=[O:43])[CH2:34]/[CH:35]=[CH:36]/[C:37]1[CH:38]=[N:39][CH:40]=[CH:41][CH:42]=1)[C:24]([OH:26])=[O:25])(=[O:21])[CH2:2][CH2:3][CH2:4]/[CH:5]=[CH:6]\[CH2:7]/[CH:8]=[CH:9]\[CH2:10]/[CH:11]=[CH:12]\[CH2:13]/[CH:14]=[CH:15]\[CH2:16]/[CH:17]=[CH:18]\[CH2:19][CH3:20], predict the reactants needed to synthesize it. The reactants are: [C:1]([NH:22][C@@H:23]([CH2:28][CH2:29][CH2:30][CH2:31][NH:32][C:33](=[O:43])[CH2:34]/[CH:35]=[CH:36]/[C:37]1[CH:38]=[N:39][CH:40]=[CH:41][CH:42]=1)[C:24]([O:26]C)=[O:25])(=[O:21])[CH2:2][CH2:3][CH2:4]/[CH:5]=[CH:6]\[CH2:7]/[CH:8]=[CH:9]\[CH2:10]/[CH:11]=[CH:12]\[CH2:13]/[CH:14]=[CH:15]\[CH2:16]/[CH:17]=[CH:18]\[CH2:19][CH3:20].[OH-].[Na+].Cl. (2) Given the product [C:36]([O:40][C:41]([NH:42][C:43](=[NH:44])[C:45]1[CH:46]=[CH:47][C:48]([CH2:51][NH:52][C:22]([C@H:19]2[N:16]3[C:17](=[O:18])[C:12]([N:11]([CH2:25][C:26]4[CH:31]=[CH:30][CH:29]=[C:28]([C:32]([F:34])([F:35])[F:33])[CH:27]=4)[C:9](=[O:10])[O:8][CH2:1][C:2]4[CH:3]=[CH:4][CH:5]=[CH:6][CH:7]=4)=[CH:13][N:14]=[C:15]3[CH2:21][CH2:20]2)=[O:23])=[CH:49][CH:50]=1)=[O:53])([CH3:39])([CH3:37])[CH3:38], predict the reactants needed to synthesize it. The reactants are: [CH2:1]([O:8][C:9]([N:11]([CH2:25][C:26]1[CH:31]=[CH:30][CH:29]=[C:28]([C:32]([F:35])([F:34])[F:33])[CH:27]=1)[C:12]1[C:17](=[O:18])[N:16]2[C@H:19]([C:22](O)=[O:23])[CH2:20][CH2:21][C:15]2=[N:14][CH:13]=1)=[O:10])[C:2]1[CH:7]=[CH:6][CH:5]=[CH:4][CH:3]=1.[C:36]([O:40][C:41](=[O:53])[NH:42][C:43]([C:45]1[CH:50]=[CH:49][C:48]([CH2:51][NH2:52])=[CH:47][CH:46]=1)=[NH:44])([CH3:39])([CH3:38])[CH3:37].C([O-])(O)=O.[Na+].C1C=NC2N(O)N=NC=2C=1.CCN=C=NCCCN(C)C. (3) Given the product [Cl:35][C:36]1[CH:37]=[C:38]([NH:39][C:50]2[C:59]3[C:54](=[CH:55][C:56]([F:61])=[CH:57][C:58]=3[F:60])[N:53]=[C:52]([C:62]3[CH:67]=[CH:66][CH:65]=[CH:64][N:63]=3)[C:51]=2[CH3:68])[CH:40]=[C:41]([N:43]2[CH2:48][CH2:47][O:46][CH2:45][CH2:44]2)[CH:42]=1, predict the reactants needed to synthesize it. The reactants are: C1(P(C2CCCCC2)C2C=CC=CC=2C2C(C(C)C)=CC(C(C)C)=CC=2C(C)C)CCCCC1.[Cl:35][C:36]1[CH:37]=[C:38]([CH:40]=[C:41]([N:43]2[CH2:48][CH2:47][O:46][CH2:45][CH2:44]2)[CH:42]=1)[NH2:39].Cl[C:50]1[C:59]2[C:54](=[CH:55][C:56]([F:61])=[CH:57][C:58]=2[F:60])[N:53]=[C:52]([C:62]2[CH:67]=[CH:66][CH:65]=[CH:64][N:63]=2)[C:51]=1[CH3:68].CC(C)([O-])C.[Na+]. (4) Given the product [CH3:10][O:9][C:7]1[CH:6]=[C:5]([NH:11][C:12]2[C:21]([NH:22][S:33]([C:29]3[CH:28]=[C:27]([NH:26][C:23](=[O:25])[CH3:24])[CH:32]=[CH:31][CH:30]=3)(=[O:35])=[O:34])=[N:20][C:19]3[C:14]([N:13]=2)=[CH:15][CH:16]=[CH:17][CH:18]=3)[CH:4]=[C:3]([O:2][CH3:1])[CH:8]=1, predict the reactants needed to synthesize it. The reactants are: [CH3:1][O:2][C:3]1[CH:4]=[C:5]([NH:11][C:12]2[C:21]([NH2:22])=[N:20][C:19]3[C:14](=[CH:15][CH:16]=[CH:17][CH:18]=3)[N:13]=2)[CH:6]=[C:7]([O:9][CH3:10])[CH:8]=1.[C:23]([NH:26][C:27]1[CH:28]=[C:29]([S:33](Cl)(=[O:35])=[O:34])[CH:30]=[CH:31][CH:32]=1)(=[O:25])[CH3:24].C1C(Cl)=CC=C(Cl)C=1. (5) The reactants are: [OH:1][C:2]([C:5]1[NH:9][N:8]=[C:7]([C:10]([OH:12])=O)[CH:6]=1)([CH3:4])[CH3:3].[NH2:13][C@@H:14]([CH3:30])[CH2:15][N:16]1[CH:20]=[CH:19][C:18]([C:21]2[CH:28]=[CH:27][C:24]([C:25]#[N:26])=[C:23]([Cl:29])[CH:22]=2)=[N:17]1.CN(C=O)C. Given the product [Cl:29][C:23]1[CH:22]=[C:21]([C:18]2[CH:19]=[CH:20][N:16]([CH2:15][C@@H:14]([NH:13][C:10]([C:7]3[CH:6]=[C:5]([C:2]([OH:1])([CH3:3])[CH3:4])[NH:9][N:8]=3)=[O:12])[CH3:30])[N:17]=2)[CH:28]=[CH:27][C:24]=1[C:25]#[N:26], predict the reactants needed to synthesize it. (6) The reactants are: [F:1][C:2]1[CH:7]=[C:6]([F:8])[C:5]([F:9])=[CH:4][C:3]=1[CH2:10][OH:11].Cl[C:13]1[CH:26]=[C:17]2[N:18]([CH:23]([CH3:25])[CH3:24])[C@@H:19]([CH3:22])[CH2:20][CH2:21][N:16]2[C:15](=[O:27])[N:14]=1. Given the product [CH:23]([N:18]1[C@@H:19]([CH3:22])[CH2:20][CH2:21][N:16]2[C:15](=[O:27])[N:14]=[C:13]([O:11][CH2:10][C:3]3[CH:4]=[C:5]([F:9])[C:6]([F:8])=[CH:7][C:2]=3[F:1])[CH:26]=[C:17]12)([CH3:24])[CH3:25], predict the reactants needed to synthesize it. (7) The reactants are: [CH2:1]([O:8][CH2:9][CH2:10][OH:11])[C:2]1[CH:7]=[CH:6][CH:5]=[CH:4][CH:3]=1.[CH3:12][C:13]([O-])(C)C.[K+].Br[CH2:19][C:20]([O:22][C:23]([CH3:26])(C)C)=[O:21]. Given the product [CH2:23]([O:22][C:20](=[O:21])[CH2:19][O:11][CH2:10][CH2:9][O:8][CH2:1][C:2]1[CH:7]=[CH:6][CH:5]=[CH:4][CH:3]=1)[CH2:26][CH2:12][CH3:13], predict the reactants needed to synthesize it.